Dataset: Forward reaction prediction with 1.9M reactions from USPTO patents (1976-2016). Task: Predict the product of the given reaction. Given the reactants [CH2:1]([N:3]([CH2:13][CH3:14])[C:4]1[CH:11]=[CH:10][C:7]([CH:8]=[O:9])=[C:6]([OH:12])[CH:5]=1)[CH3:2].[CH2:15]([CH:17]([CH2:20][CH2:21][CH2:22][CH3:23])[CH2:18]Br)[CH3:16].[OH-].[Na+], predict the reaction product. The product is: [CH2:13]([N:3]([CH2:1][CH3:2])[C:4]1[CH:11]=[CH:10][C:7]([CH:8]=[O:9])=[C:6]([O:12][CH2:18][CH:17]([CH2:15][CH3:16])[CH2:20][CH2:21][CH2:22][CH3:23])[CH:5]=1)[CH3:14].